The task is: Predict which catalyst facilitates the given reaction.. This data is from Catalyst prediction with 721,799 reactions and 888 catalyst types from USPTO. (1) Reactant: [F:1][C:2]1[CH:25]=[CH:24][C:5]2[N:6]([CH:10]3[CH2:15][CH2:14][N:13]([C:16]([O:18][C:19]([CH3:22])([CH3:21])[CH3:20])=[O:17])[CH2:12][CH:11]3[OH:23])[C:7]([CH3:9])=[N:8][C:4]=2[CH:3]=1.[H-].[Na+].[C:28]([O-])(O)=O.[Na+]. Product: [F:1][C:2]1[CH:25]=[CH:24][C:5]2[N:6]([CH:10]3[CH2:15][CH2:14][N:13]([C:16]([O:18][C:19]([CH3:22])([CH3:20])[CH3:21])=[O:17])[CH2:12][CH:11]3[O:23][CH3:28])[C:7]([CH3:9])=[N:8][C:4]=2[CH:3]=1. The catalyst class is: 1. (2) Reactant: [F:1][C:2]1[CH:7]=[CH:6][C:5]([N:8]2[C:16]3[C:11](=[CH:12][C:13]4[CH2:21][C:20](=[O:22])[CH2:19][CH2:18][CH2:17][C:14]=4[CH:15]=3)[CH:10]=[N:9]2)=[CH:4][CH:3]=1.[Li+].C[Si]([N-][Si](C)(C)C)(C)C.[CH:33](=O)[CH3:34]. Product: [CH:33](=[C:21]1/[C:20](=[O:22])[CH2:19][CH2:18][CH2:17][C:14]2[CH:15]=[C:16]3[C:11]([CH:10]=[N:9][N:8]3[C:5]3[CH:4]=[CH:3][C:2]([F:1])=[CH:7][CH:6]=3)=[CH:12][C:13]/1=2)\[CH3:34]. The catalyst class is: 1. (3) Reactant: Cl[C:2]1[C:3]2[CH:10]=[C:9]([CH3:11])[NH:8][C:4]=2[N:5]=[CH:6][N:7]=1.[CH3:12][NH:13][CH:14]1[CH2:19][CH2:18][CH2:17][CH2:16][CH2:15]1. Product: [CH:14]1([N:13]([CH3:12])[C:2]2[C:3]3[CH:10]=[C:9]([CH3:11])[NH:8][C:4]=3[N:5]=[CH:6][N:7]=2)[CH2:19][CH2:18][CH2:17][CH2:16][CH2:15]1. The catalyst class is: 13. (4) Reactant: Br[CH2:2][C:3]#[N:4].[CH2:5]([C:7]1[CH:12]=[CH:11][C:10]([C:13]([C:24]2[CH:29]=[CH:28][CH:27]=[CH:26][CH:25]=2)=[C:14]2[CH2:19][C:18]([CH3:21])([CH3:20])[CH2:17][C:16]([CH3:23])([CH3:22])[CH2:15]2)=[CH:9][C:8]=1[OH:30])C.C([O-])([O-])=O.[K+].[K+]. Product: [CH3:5][C:7]1[CH:12]=[CH:11][C:10]([C:13]([C:24]2[CH:29]=[CH:28][CH:27]=[CH:26][CH:25]=2)=[C:14]2[CH2:19][C:18]([CH3:20])([CH3:21])[CH2:17][C:16]([CH3:23])([CH3:22])[CH2:15]2)=[CH:9][C:8]=1[O:30][CH2:2][C:3]#[N:4]. The catalyst class is: 21. (5) Product: [CH3:28][C:26]1[CH:25]=[CH:24][N:23]=[C:22]([NH:21][C:19]2[S:20][C:14]3[CH2:13][CH2:12][CH:11]([OH:29])[C:10]4[C:16](=[CH:17][NH:8][N:9]=4)[C:15]=3[N:18]=2)[N:27]=1. The catalyst class is: 67. Reactant: COC1C=CC(C[N:8]2[CH:17]=[C:16]3[C:10]([CH:11]([OH:29])[CH2:12][CH2:13][C:14]4[S:20][C:19]([NH:21][C:22]5[N:27]=[C:26]([CH3:28])[CH:25]=[CH:24][N:23]=5)=[N:18][C:15]=43)=[N:9]2)=CC=1. (6) Reactant: [C:1]1([C:7]2[N:12]=[C:11]([C:13]([OH:15])=O)[CH:10]=[CH:9][N:8]=2)[CH:6]=[CH:5][CH:4]=[CH:3][CH:2]=1.C(N1C=CN=C1)(N1[CH:22]=[CH:21]N=C1)=O.C(O)(=O)[CH2:29][C:30]([OH:32])=[O:31].C([K])C.[Cl-].[Mg+2].[Cl-]. Product: [CH2:21]([O:32][C:30](=[O:31])[CH2:29][C:13](=[O:15])[C:11]1[CH:10]=[CH:9][N:8]=[C:7]([C:1]2[CH:2]=[CH:3][CH:4]=[CH:5][CH:6]=2)[N:12]=1)[CH3:22]. The catalyst class is: 7. (7) Reactant: C([Si]([O:8]/[C:9](/[C:12]1[CH:17]=[CH:16][CH:15]=[CH:14][CH:13]=1)=[CH:10]\[CH3:11])(C)C)(C)(C)C.CC[C@@H]1[C@@H]2C[C@H]([C@@H](OC3C4C(=CC=CC=4)C(O[C@@H](C4C=CN=C5C=4C=C(OC)C=C5)[C@@H]4N5C[C@H](CC)[C@@H](CC5)C4)=NN=3)C3C=CN=C4C=3C=C([O:39]C)C=C4)N(CC2)C1.CS(N)(=O)=O. Product: [C:12]1([C:9](=[O:8])[C@H:10]([OH:39])[CH3:11])[CH:17]=[CH:16][CH:15]=[CH:14][CH:13]=1. The catalyst class is: 371. (8) Reactant: [CH2:1]([O:8][C:9]([N:11]1[CH2:19][CH2:18][CH:14]([C:15](Cl)=[O:16])[CH2:13][CH2:12]1)=[O:10])[C:2]1[CH:7]=[CH:6][CH:5]=[CH:4][CH:3]=1.[NH2:20][C:21]1[CH:26]=[CH:25][N:24]=[C:23]2[N:27]([C:30]([O:32][C:33]([CH3:36])([CH3:35])[CH3:34])=[O:31])[CH:28]=[CH:29][C:22]=12.C(N(C(C)C)CC)(C)C. Product: [C:33]([O:32][C:30]([N:27]1[C:23]2=[N:24][CH:25]=[CH:26][C:21]([NH:20][C:15]([CH:14]3[CH2:18][CH2:19][N:11]([C:9]([O:8][CH2:1][C:2]4[CH:7]=[CH:6][CH:5]=[CH:4][CH:3]=4)=[O:10])[CH2:12][CH2:13]3)=[O:16])=[C:22]2[CH:29]=[CH:28]1)=[O:31])([CH3:36])([CH3:34])[CH3:35]. The catalyst class is: 10.